From a dataset of Full USPTO retrosynthesis dataset with 1.9M reactions from patents (1976-2016). Predict the reactants needed to synthesize the given product. (1) Given the product [NH2:23][C:24]1[N:29]=[C:28]([N:15]2[C:16]3[CH:17]=[CH:18][CH:19]=[C:11]([C:9]([NH:8][CH2:7][C:6]4[CH:20]=[CH:21][CH:22]=[C:4]([O:3][CH2:1][CH3:2])[CH:5]=4)=[O:10])[C:12]=3[CH:13]=[CH:14]2)[CH:27]=[CH:26][N:25]=1, predict the reactants needed to synthesize it. The reactants are: [CH2:1]([O:3][C:4]1[CH:5]=[C:6]([CH:20]=[CH:21][CH:22]=1)[CH2:7][NH:8][C:9]([C:11]1[C:12]2[CH:13]=[CH:14][NH:15][C:16]=2[CH:17]=[CH:18][CH:19]=1)=[O:10])[CH3:2].[NH2:23][C:24]1[N:29]=[C:28](Cl)[CH:27]=[CH:26][N:25]=1.NC1N=C(N2C3C(=C(NC(=O)CC4C=CC=C(OC)C=4)C=CC=3)C=C2)C=CN=1. (2) The reactants are: [Cl:1][C:2]1[CH:7]=[CH:6][C:5]([C@:8]2([OH:16])[CH2:13][CH2:12][NH:11][CH2:10][C:9]2([CH3:15])[CH3:14])=[CH:4][CH:3]=1.Cl[C:18]([O:20][CH2:21][CH3:22])=[O:19]. Given the product [Cl:1][C:2]1[CH:7]=[CH:6][C:5]([C@:8]2([OH:16])[CH2:13][CH2:12][N:11]([C:18]([O:20][CH2:21][CH3:22])=[O:19])[CH2:10][C:9]2([CH3:14])[CH3:15])=[CH:4][CH:3]=1, predict the reactants needed to synthesize it.